Dataset: Full USPTO retrosynthesis dataset with 1.9M reactions from patents (1976-2016). Task: Predict the reactants needed to synthesize the given product. (1) Given the product [Br:1][C:2]1[CH:7]=[C:6]([O:23][CH3:20])[CH:5]=[CH:4][C:3]=1[C:11]1[CH:16]=[CH:15][CH:14]=[CH:13][CH:12]=1, predict the reactants needed to synthesize it. The reactants are: [Br:1][C:2]1[CH:7]=[CH:6][C:5](OC)=[CH:4][C:3]=1I.[C:11]1(B(O)O)[CH:16]=[CH:15][CH:14]=[CH:13][CH:12]=1.[C:20]([O-:23])([O-])=O.[Na+].[Na+].CCO. (2) Given the product [F:1][C:2]1[C:3]2[N:8]=[C:9]([C:10]3[CH:15]=[CH:14][C:13]([O:16][CH3:17])=[C:12]([O:18][CH3:19])[CH:11]=3)[S:20][C:4]=2[CH:5]=[CH:6][CH:7]=1, predict the reactants needed to synthesize it. The reactants are: [F:1][C:2]1[CH:7]=[CH:6][CH:5]=[CH:4][C:3]=1[NH:8][C:9](=[S:20])[C:10]1[CH:15]=[CH:14][C:13]([O:16][CH3:17])=[C:12]([O:18][CH3:19])[CH:11]=1.[OH-].[Na+].